Dataset: Full USPTO retrosynthesis dataset with 1.9M reactions from patents (1976-2016). Task: Predict the reactants needed to synthesize the given product. (1) Given the product [CH:2]1([N:5]2[CH2:10][CH2:9][C:8]([S:14]([C:17]3[CH:18]=[CH:19][C:20]([C:23]4[CH:28]=[CH:27][C:26]([O:29][C:30]([F:34])([F:35])[CH:31]([F:32])[F:33])=[CH:25][CH:24]=4)=[CH:21][CH:22]=3)(=[O:15])=[O:16])([C:11]([NH:72][O:71][CH:66]3[CH2:67][CH2:68][CH2:69][CH2:70][O:65]3)=[O:12])[CH2:7][CH2:6]2)[CH2:4][CH2:3]1, predict the reactants needed to synthesize it. The reactants are: Cl.[CH:2]1([N:5]2[CH2:10][CH2:9][C:8]([S:14]([C:17]3[CH:22]=[CH:21][C:20]([C:23]4[CH:28]=[CH:27][C:26]([O:29][C:30]([F:35])([F:34])[CH:31]([F:33])[F:32])=[CH:25][CH:24]=4)=[CH:19][CH:18]=3)(=[O:16])=[O:15])([C:11](O)=[O:12])[CH2:7][CH2:6]2)[CH2:4][CH2:3]1.C(N(CC)CC)C.F[B-](F)(F)F.N1(OC(N(C)C)=[N+](C)C)C2C=CC=CC=2N=N1.[O:65]1[CH2:70][CH2:69][CH2:68][CH2:67][CH:66]1[O:71][NH2:72]. (2) Given the product [C:21]([O:20][C:18]([N:5]1[CH2:4][C@@H:3]([CH2:2][NH:1][C:30]([C:29]2[CH:35]=[C:36]([F:37])[C:26]([F:25])=[CH:27][C:28]=2[C:32]([OH:33])=[O:31])=[O:34])[C@H:9]([C:10]2[CH:15]=[CH:14][C:13]([Cl:16])=[C:12]([Cl:17])[CH:11]=2)[O:8][CH2:7][CH2:6]1)=[O:19])([CH3:24])([CH3:23])[CH3:22], predict the reactants needed to synthesize it. The reactants are: [NH2:1][CH2:2][C@H:3]1[C@H:9]([C:10]2[CH:15]=[CH:14][C:13]([Cl:16])=[C:12]([Cl:17])[CH:11]=2)[O:8][CH2:7][CH2:6][N:5]([C:18]([O:20][C:21]([CH3:24])([CH3:23])[CH3:22])=[O:19])[CH2:4]1.[F:25][C:26]1[C:36]([F:37])=[CH:35][C:29]2[C:30](=[O:34])[O:31][C:32](=[O:33])[C:28]=2[CH:27]=1. (3) Given the product [NH2:1][C:2]1[C:11]([C:12]#[N:13])=[C:10]([Cl:20])[C:9]2[C:4](=[CH:5][CH:6]=[C:7]([N+:15]([O-:17])=[O:16])[CH:8]=2)[N:3]=1, predict the reactants needed to synthesize it. The reactants are: [NH2:1][C:2]1[C:11]([C:12]#[N:13])=[C:10](O)[C:9]2[C:4](=[CH:5][CH:6]=[C:7]([N+:15]([O-:17])=[O:16])[CH:8]=2)[N:3]=1.P(Cl)(Cl)([Cl:20])=O. (4) Given the product [CH2:26]([S:30]([NH:33][C:23]([CH:20]1[CH2:21][CH2:22][N:17]([C:4]2[C:3]([C:1]#[N:2])=[CH:8][C:7]([C:9]([O:11][CH2:12][CH3:13])=[O:10])=[C:6]([CH:14]([F:15])[F:16])[N:5]=2)[CH2:18][CH2:19]1)=[O:24])(=[O:32])=[O:31])[CH2:27][CH2:28][CH3:29], predict the reactants needed to synthesize it. The reactants are: [C:1]([C:3]1[C:4]([N:17]2[CH2:22][CH2:21][CH:20]([C:23](O)=[O:24])[CH2:19][CH2:18]2)=[N:5][C:6]([CH:14]([F:16])[F:15])=[C:7]([C:9]([O:11][CH2:12][CH3:13])=[O:10])[CH:8]=1)#[N:2].[CH2:26]([S:30]([NH2:33])(=[O:32])=[O:31])[CH2:27][CH2:28][CH3:29]. (5) The reactants are: [F:1][C:2]1[CH:3]=[CH:4][C:5]2=[C:6]([CH:33]=1)[O:7][CH2:8][C:9]1[CH:19]=[C:18]([CH2:20][N:21]3[C:25]4[CH:26]=[CH:27][CH:28]=[CH:29][C:24]=4[N:23]=[C:22]3[CH2:30][NH:31][CH3:32])[CH:17]=[CH:16][C:10]=1/[C:11]/2=[C:12](/[CH3:15])\[C:13]#[N:14].C=O.[C:36]([BH3-])#N.[Na+].C(=O)([O-])O.[Na+]. Given the product [CH3:32][N:31]([CH2:30][C:22]1[N:21]([CH2:20][C:18]2[CH:17]=[CH:16][C:10]3/[C:11](=[C:12](/[CH3:15])\[C:13]#[N:14])/[C:5]4[CH:4]=[CH:3][C:2]([F:1])=[CH:33][C:6]=4[O:7][CH2:8][C:9]=3[CH:19]=2)[C:25]2[CH:26]=[CH:27][CH:28]=[CH:29][C:24]=2[N:23]=1)[CH3:36], predict the reactants needed to synthesize it. (6) Given the product [Cl:93][C:91]1[CH:90]=[CH:89][C:88]([O:94][CH3:95])=[C:87]([CH:92]=1)[CH2:86][CH:83]1[CH2:82][NH:81][C:80](=[O:96])[CH2:79][N:78]([S:75]([C:72]2[CH:73]=[CH:74][C:66]([Cl:65])=[C:67]([C:68]([N:22]3[CH2:20][CH2:19][CH2:31][CH2:32]3)=[O:70])[CH:71]=2)(=[O:76])=[O:77])[C:84]1=[O:85], predict the reactants needed to synthesize it. The reactants are: ClC1C=CC(OC)=[C:32](C=1)[CH2:31][CH:19]1C(=O)N(C(N[CH:19]([CH2:31][CH3:32])[C:20]([NH:22]CC(OC(C)(C)C)=O)=O)=O)CC(=O)[NH:22][CH2:20]1.ClC1C=CC(OC)=C(C=1)CC1C(=O)N(C(N[C@H](CC)C(O)=O)=O)CC(=O)NC1.[Cl:65][C:66]1[CH:74]=[CH:73][C:72]([S:75]([N:78]2[C:84](=[O:85])[CH:83]([CH2:86][C:87]3[CH:92]=[C:91]([Cl:93])[CH:90]=[CH:89][C:88]=3[O:94][CH3:95])[CH2:82][NH:81][C:80](=[O:96])[CH2:79]2)(=[O:77])=[O:76])=[CH:71][C:67]=1[C:68]([OH:70])=O.Cl.C(OC(=O)CN)(C)(C)C.N1CCCC1. (7) Given the product [C:36]([O:40][CH:41]([N:14]1[C:11]2=[N:12][CH:13]=[C:8]([C:5]3[CH:6]=[CH:7][C:2]([Cl:1])=[CH:3][CH:4]=3)[CH:9]=[C:10]2[C:16]([C:17](=[O:18])[C:19]2[C:24]([F:25])=[CH:23][CH:22]=[C:21]([NH:26][S:27]([CH2:30][CH2:31][CH3:32])(=[O:28])=[O:29])[C:20]=2[F:33])=[CH:15]1)[CH:42]([CH3:44])[CH3:43])(=[O:39])[CH2:37][CH3:38], predict the reactants needed to synthesize it. The reactants are: [Cl:1][C:2]1[CH:7]=[CH:6][C:5]([C:8]2[CH:9]=[C:10]3[C:16]([C:17]([C:19]4[C:20]([F:33])=[C:21]([NH:26][S:27]([CH2:30][CH2:31][CH3:32])(=[O:29])=[O:28])[CH:22]=[CH:23][C:24]=4[F:25])=[O:18])=[CH:15][NH:14][C:11]3=[N:12][CH:13]=2)=[CH:4][CH:3]=1.[OH-].[K+].[C:36]([O:40][CH:41](Cl)[CH:42]([CH3:44])[CH3:43])(=[O:39])[CH2:37][CH3:38]. (8) Given the product [Cl:1][C:2]1[CH:18]=[CH:17][C:5]2[CH2:6][CH2:7][N:8]([C:11](=[O:16])[C:12]([F:13])([F:15])[F:14])[CH2:9][CH2:10][C:4]=2[C:3]=1[NH:38][CH2:37][C:36]1[CH:35]=[CH:34][C:33]([C:32]2([O:41][CH2:42][CH2:43][O:44]2)[CH2:31][S:30][CH2:29][C:28]([F:27])([F:45])[F:46])=[CH:40][CH:39]=1, predict the reactants needed to synthesize it. The reactants are: [Cl:1][C:2]1[CH:18]=[CH:17][C:5]2[CH2:6][CH2:7][N:8]([C:11](=[O:16])[C:12]([F:15])([F:14])[F:13])[CH2:9][CH2:10][C:4]=2[C:3]=1OS(C(F)(F)F)(=O)=O.[F:27][C:28]([F:46])([F:45])[CH2:29][S:30][CH2:31][C:32]1([O:44][CH2:43][CH2:42][O:41]1)[C:33]1[CH:40]=[CH:39][C:36]([CH2:37][NH2:38])=[CH:35][CH:34]=1.C1C=CC(P(C2C(C3C(P(C4C=CC=CC=4)C4C=CC=CC=4)=CC=C4C=3C=CC=C4)=C3C(C=CC=C3)=CC=2)C2C=CC=CC=2)=CC=1.C(=O)([O-])[O-].[Cs+].[Cs+]. (9) Given the product [Br:1][C:2]1[C:3]2[N:4]=[C:12]([NH2:11])[S:13][C:5]=2[CH:6]=[C:7]([F:9])[CH:8]=1, predict the reactants needed to synthesize it. The reactants are: [Br:1][C:2]1[CH:8]=[C:7]([F:9])[CH:6]=[CH:5][C:3]=1[NH2:4].[NH4+].[N:11]#[C:12][S-:13].BrBr.[OH-].[Na+].